From a dataset of Peptide-MHC class I binding affinity with 185,985 pairs from IEDB/IMGT. Regression. Given a peptide amino acid sequence and an MHC pseudo amino acid sequence, predict their binding affinity value. This is MHC class I binding data. (1) The peptide sequence is FTPSPVVVGTT. The MHC is Mamu-A01 with pseudo-sequence Mamu-A01. The binding affinity (normalized) is 1.00. (2) The MHC is HLA-C08:02 with pseudo-sequence HLA-C08:02. The peptide sequence is CTDDNALAY. The binding affinity (normalized) is 0.0847. (3) The peptide sequence is TELTYLQYGW. The binding affinity (normalized) is 0.435. The MHC is Mamu-B52 with pseudo-sequence Mamu-B52.